Dataset: NCI-60 drug combinations with 297,098 pairs across 59 cell lines. Task: Regression. Given two drug SMILES strings and cell line genomic features, predict the synergy score measuring deviation from expected non-interaction effect. (1) Drug 1: CS(=O)(=O)OCCCCOS(=O)(=O)C. Drug 2: C(CN)CNCCSP(=O)(O)O. Cell line: UACC-257. Synergy scores: CSS=0.514, Synergy_ZIP=0.947, Synergy_Bliss=2.96, Synergy_Loewe=-0.407, Synergy_HSA=-0.318. (2) Drug 1: CC12CCC3C(C1CCC2OP(=O)(O)O)CCC4=C3C=CC(=C4)OC(=O)N(CCCl)CCCl.[Na+]. Drug 2: COCCOC1=C(C=C2C(=C1)C(=NC=N2)NC3=CC=CC(=C3)C#C)OCCOC.Cl. Cell line: SK-OV-3. Synergy scores: CSS=-11.9, Synergy_ZIP=13.9, Synergy_Bliss=16.9, Synergy_Loewe=-10.5, Synergy_HSA=-1.34. (3) Drug 1: CN(C)N=NC1=C(NC=N1)C(=O)N. Drug 2: CC1=C(C=C(C=C1)C(=O)NC2=CC(=CC(=C2)C(F)(F)F)N3C=C(N=C3)C)NC4=NC=CC(=N4)C5=CN=CC=C5. Cell line: ACHN. Synergy scores: CSS=4.41, Synergy_ZIP=-4.67, Synergy_Bliss=-4.32, Synergy_Loewe=-6.14, Synergy_HSA=-5.51. (4) Drug 1: C1=CC(=C(C=C1I)F)NC2=C(C=CC(=C2F)F)C(=O)NOCC(CO)O. Drug 2: C1CCC(C(C1)[NH-])[NH-].C(=O)(C(=O)[O-])[O-].[Pt+4]. Cell line: HT29. Synergy scores: CSS=63.8, Synergy_ZIP=-6.17, Synergy_Bliss=-6.92, Synergy_Loewe=-1.21, Synergy_HSA=3.00.